Dataset: Full USPTO retrosynthesis dataset with 1.9M reactions from patents (1976-2016). Task: Predict the reactants needed to synthesize the given product. (1) Given the product [Br:16][C:14]1[CH:15]=[C:10]([NH:8][C:5]2[CH:4]=[C:3]([CH2:1][CH3:2])[O:7][N:6]=2)[C:11](=[O:18])[N:12]([CH3:17])[CH:13]=1, predict the reactants needed to synthesize it. The reactants are: [CH2:1]([C:3]1[O:7][N:6]=[C:5]([NH2:8])[CH:4]=1)[CH3:2].Br[C:10]1[C:11](=[O:18])[N:12]([CH3:17])[CH:13]=[C:14]([Br:16])[CH:15]=1.CC1(C)C2C(=C(P(C3C=CC=CC=3)C3C=CC=CC=3)C=CC=2)OC2C(P(C3C=CC=CC=3)C3C=CC=CC=3)=CC=CC1=2.C([O-])([O-])=O.[Cs+].[Cs+]. (2) Given the product [O:3]=[C:4]([NH:10][C:11]1[CH:15]=[C:14]([C:16]2[CH:17]=[CH:18][C:19]([CH3:22])=[CH:20][CH:21]=2)[N:13]([CH:23]2[CH2:28][CH2:27][CH2:26][CH2:25][O:24]2)[N:12]=1)[C:5]([OH:7])=[O:6], predict the reactants needed to synthesize it. The reactants are: [OH-].[Li+].[O:3]=[C:4]([NH:10][C:11]1[CH:15]=[C:14]([C:16]2[CH:21]=[CH:20][C:19]([CH3:22])=[CH:18][CH:17]=2)[N:13]([CH:23]2[CH2:28][CH2:27][CH2:26][CH2:25][O:24]2)[N:12]=1)[C:5]([O:7]CC)=[O:6]. (3) Given the product [Br:21][C:22]1[CH:27]=[CH:26][CH:25]=[C:24]([F:28])[C:23]=1[CH2:29][N:14]1[C:15]2[C:16](=[N:17][CH:18]=[CH:19][CH:20]=2)[C:12]([C:11]2[CH:10]=[CH:9][C:4]([C:5]([OH:7])=[O:6])=[CH:3][C:2]=2[F:1])=[N:13]1, predict the reactants needed to synthesize it. The reactants are: [F:1][C:2]1[CH:3]=[C:4]([CH:9]=[CH:10][C:11]=1[C:12]1[C:16]2=[N:17][CH:18]=[CH:19][CH:20]=[C:15]2[NH:14][N:13]=1)[C:5]([O:7]C)=[O:6].[Br:21][C:22]1[CH:27]=[CH:26][CH:25]=[C:24]([F:28])[C:23]=1[CH2:29]Br.C(=O)([O-])[O-].[Cs+].[Cs+].[Li+].[OH-]. (4) Given the product [CH3:13][O:12][C:10](=[O:11])[CH2:9][CH:5]([C:6]1[CH:7]=[CH:14][C:15]([C:18]([F:20])([F:21])[F:19])=[CH:16][CH:17]=1)[NH:4][C:1](=[O:3])[CH3:2], predict the reactants needed to synthesize it. The reactants are: [C:1]([NH:4][C:5]1[C:6]2[CH:17]=[CH:16][C:15]([C:18]([F:21])([F:20])[F:19])=[CH:14][C:7]=2S[C:9]=1[C:10]([O:12][CH3:13])=[O:11])(=[O:3])[CH3:2]. (5) Given the product [F:68][C:64]1[C:63]([C:20]2[CH:19]=[CH:18][C:17]([O:16][CH2:15][CH2:14][CH2:13][O:12][CH3:11])=[CH:22][CH:21]=2)=[N:62][C:61]([N:44]2[CH2:45][CH:46]([C:48]([NH:54][C:55]3([CH3:33])[CH:3]4[CH2:4][CH2:53][N:58]([CH2:7][CH2:2]4)[CH2:57][CH2:56]3)=[O:50])[CH2:47]2)=[N:66][CH:65]=1, predict the reactants needed to synthesize it. The reactants are: F[C:2]1[CH:7]=CC(B(O)O)=[CH:4][CH:3]=1.[CH3:11][O:12][CH2:13][CH2:14][CH2:15][O:16][C:17]1[CH:22]=[CH:21][C:20](B2OC(C)(C)C(C)(C)O2)=[CH:19][CH:18]=1.N1CCC(C(OCC)=O)C[CH2:33]1.Cl.[NH:44]1[CH2:47][CH:46]([C:48]([O:50]C)=O)[CH2:45]1.Cl[C:53]1[N:58]=[C:57](Cl)[CH:56]=[CH:55][N:54]=1.Cl[C:61]1[N:66]=[C:65](Cl)[C:64]([F:68])=[CH:63][N:62]=1. (6) Given the product [CH2:1]1[C:9]2[C:4](=[CH:5][C:6]([CH:10]([OH:16])[CH2:11][OH:12])=[CH:7][CH:8]=2)[CH2:3][CH2:2]1, predict the reactants needed to synthesize it. The reactants are: [CH2:1]1[C:9]2[C:4](=[CH:5][C:6]([C:10](=[O:16])[C:11](OCC)=[O:12])=[CH:7][CH:8]=2)[CH2:3][CH2:2]1.[BH4-].[Na+].C(O)C.